This data is from Full USPTO retrosynthesis dataset with 1.9M reactions from patents (1976-2016). The task is: Predict the reactants needed to synthesize the given product. (1) The reactants are: [NH2:1][C:2]1[CH:7]=[C:6](Br)[N:5]=[C:4]([C:9]([O:11][CH3:12])=[O:10])[C:3]=1[Cl:13].CC1(C)C(C)(C)OB([C:22]2[CH:30]=[CH:29][C:25]3[N:26]=[CH:27][O:28][C:24]=3[CH:23]=2)O1.C([O-])([O-])=O.[K+].[K+].O. Given the product [NH2:1][C:2]1[CH:7]=[C:6]([C:22]2[CH:30]=[CH:29][C:25]3[N:26]=[CH:27][O:28][C:24]=3[CH:23]=2)[N:5]=[C:4]([C:9]([O:11][CH3:12])=[O:10])[C:3]=1[Cl:13], predict the reactants needed to synthesize it. (2) Given the product [CH3:9][O:8][C:5]1[CH:6]=[CH:7][C:2]([O:10][C:11]2[CH:12]=[C:13]([CH3:21])[C:14]([C:18](=[O:20])[CH3:19])=[C:15]([CH3:17])[CH:16]=2)=[N:3][CH:4]=1, predict the reactants needed to synthesize it. The reactants are: Br[C:2]1[CH:7]=[CH:6][C:5]([O:8][CH3:9])=[CH:4][N:3]=1.[OH:10][C:11]1[CH:16]=[C:15]([CH3:17])[C:14]([C:18](=[O:20])[CH3:19])=[C:13]([CH3:21])[CH:12]=1.Cl.CN(C)CC(O)=O.C(=O)([O-])[O-].[Cs+].[Cs+]. (3) Given the product [Cl:1][C:2]1[CH:9]=[C:8]([N:10]2[C@@H:14]([CH3:15])[C@H:13]([OH:16])[C:12]([CH3:25])([CH3:24])[C:11]2=[O:26])[CH:7]=[CH:6][C:3]=1[C:4]#[N:5], predict the reactants needed to synthesize it. The reactants are: [Cl:1][C:2]1[CH:9]=[C:8]([N:10]2[C@@H:14]([CH3:15])[C@H:13]([O:16][Si](C(C)(C)C)(C)C)[C:12]([CH3:25])([CH3:24])[C:11]2=[O:26])[CH:7]=[CH:6][C:3]=1[C:4]#[N:5].[F-].C([N+](CCCC)(CCCC)CCCC)CCC.C1COCC1.O.